This data is from Reaction yield outcomes from USPTO patents with 853,638 reactions. The task is: Predict the reaction yield, written as a fraction of the theoretical maximum amount of product (1.0 means a 100% yield; for example, 0.34 means a 34% yield). (1) The reactants are [C:1]([O:5][C:6]([N:8]1[CH2:12][CH2:11][CH2:10][CH:9]1[C:13]([OH:15])=[O:14])=[O:7])([CH3:4])([CH3:3])[CH3:2].[C:16](=O)([O-])[O-].[K+].[K+].CI.O. The catalyst is CN(C=O)C. The product is [CH3:16][O:14][C:13]([CH:9]1[CH2:10][CH2:11][CH2:12][N:8]1[C:6]([O:5][C:1]([CH3:4])([CH3:2])[CH3:3])=[O:7])=[O:15]. The yield is 0.950. (2) The reactants are [H-].[Na+].[CH3:3][O:4][C:5]1[CH:6]=[C:7]([CH2:13][C:14]([O:16]C)=O)[CH:8]=[CH:9][C:10]=1[O:11][CH3:12].[Br:18][C:19]1[CH:24]=[CH:23][C:22]([C:25](=[O:27])[CH3:26])=[CH:21][CH:20]=1. The catalyst is CCOCC. The product is [Br:18][C:19]1[CH:24]=[CH:23][C:22]([C:25](=[O:27])[CH2:26][C:14](=[O:16])[CH2:13][C:7]2[CH:8]=[CH:9][C:10]([O:11][CH3:12])=[C:5]([O:4][CH3:3])[CH:6]=2)=[CH:21][CH:20]=1. The yield is 0.500. (3) The reactants are [C:1]([O:5][CH:6]([C:11]1[CH:16]=[C:15]([N+:17]([O-:19])=[O:18])[CH:14]=[CH:13][C:12]=1Cl)[C:7]([O:9][CH3:10])=[O:8])([CH3:4])([CH3:3])[CH3:2].C(=O)([O-])[O-].[Na+].[Na+].CC1(C)C(C)(C)OB([C:35]2[CH:36]=[C:37]3[C:42](=[CH:43][CH:44]=2)[O:41][CH2:40][CH2:39][CH2:38]3)O1. The catalyst is C1(C)C=CC=CC=1.O.C(O)C. The product is [C:1]([O:5][CH:6]([C:11]1[CH:16]=[C:15]([N+:17]([O-:19])=[O:18])[CH:14]=[CH:13][C:12]=1[C:35]1[CH:44]=[CH:43][C:42]2[O:41][CH2:40][CH2:39][CH2:38][C:37]=2[CH:36]=1)[C:7]([O:9][CH3:10])=[O:8])([CH3:4])([CH3:3])[CH3:2]. The yield is 0.450. (4) The reactants are [Br:1][C:2]1[C:3]([NH:16][C@H:17]2[CH2:22][CH2:21][C@H:20]([OH:23])[CH2:19][CH2:18]2)=[N:4][C:5]([N:9]2[C:13]([CH3:14])=[CH:12][CH:11]=[C:10]2[CH3:15])=[N:6][C:7]=1[CH3:8].[H-].[Na+].[CH3:26]I. The catalyst is O1CCCC1. The product is [Br:1][C:2]1[C:3]([NH:16][C@H:17]2[CH2:18][CH2:19][C@H:20]([O:23][CH3:26])[CH2:21][CH2:22]2)=[N:4][C:5]([N:9]2[C:13]([CH3:14])=[CH:12][CH:11]=[C:10]2[CH3:15])=[N:6][C:7]=1[CH3:8]. The yield is 0.730. (5) The reactants are [C:1]1([N:7]2[CH2:12][CH2:11][N:10](C(OC(C)(C)C)=O)[CH2:9][CH2:8]2)[CH:6]=[CH:5][CH:4]=[CH:3][CH:2]=1.[OH-].[Na+]. The catalyst is C(Cl)Cl.C(O)(C(F)(F)F)=O. The product is [C:1]1([N:7]2[CH2:12][CH2:11][NH:10][CH2:9][CH2:8]2)[CH:6]=[CH:5][CH:4]=[CH:3][CH:2]=1. The yield is 0.970. (6) The reactants are [NH2:1][C:2](=[O:42])[CH2:3][C:4]1[C:5]([CH2:10][CH2:11][C:12]2[C:17]([C:18]([F:21])([F:20])[F:19])=[CH:16][N:15]=[C:14]([NH:22][C:23]3[CH:28]=[CH:27][C:26]([CH:29]4[CH2:34][CH2:33][N:32](C(OC(C)(C)C)=O)[CH2:31][CH2:30]4)=[CH:25][CH:24]=3)[N:13]=2)=[N:6][CH:7]=[CH:8][N:9]=1.C(O)(C(F)(F)F)=O. The catalyst is C(Cl)Cl. The product is [NH:32]1[CH2:31][CH2:30][CH:29]([C:26]2[CH:27]=[CH:28][C:23]([NH:22][C:14]3[N:13]=[C:12]([CH2:11][CH2:10][C:5]4[C:4]([CH2:3][C:2]([NH2:1])=[O:42])=[N:9][CH:8]=[CH:7][N:6]=4)[C:17]([C:18]([F:20])([F:19])[F:21])=[CH:16][N:15]=3)=[CH:24][CH:25]=2)[CH2:34][CH2:33]1. The yield is 0.850. (7) The reactants are [NH2:1][C:2]1[CH:7]=[CH:6][CH:5]=[CH:4][C:3]=1[CH3:8].[N+:9]([C:12]1[CH:13]=[C:14]([N:18]=[C:19]=[O:20])[CH:15]=[CH:16][CH:17]=1)([O-:11])=[O:10]. The catalyst is C(Cl)Cl. The product is [N+:9]([C:12]1[CH:13]=[C:14]([NH:18][C:19]([NH:1][C:2]2[CH:7]=[CH:6][CH:5]=[CH:4][C:3]=2[CH3:8])=[O:20])[CH:15]=[CH:16][CH:17]=1)([O-:11])=[O:10]. The yield is 0.990.